Task: Regression. Given two drug SMILES strings and cell line genomic features, predict the synergy score measuring deviation from expected non-interaction effect.. Dataset: NCI-60 drug combinations with 297,098 pairs across 59 cell lines (1) Drug 1: CC1=C(C=C(C=C1)NC2=NC=CC(=N2)N(C)C3=CC4=NN(C(=C4C=C3)C)C)S(=O)(=O)N.Cl. Drug 2: CNC(=O)C1=NC=CC(=C1)OC2=CC=C(C=C2)NC(=O)NC3=CC(=C(C=C3)Cl)C(F)(F)F. Cell line: ACHN. Synergy scores: CSS=41.3, Synergy_ZIP=-0.703, Synergy_Bliss=3.47, Synergy_Loewe=2.32, Synergy_HSA=2.90. (2) Drug 1: C1CC(=O)NC(=O)C1N2CC3=C(C2=O)C=CC=C3N. Drug 2: CC1C(C(CC(O1)OC2CC(CC3=C2C(=C4C(=C3O)C(=O)C5=C(C4=O)C(=CC=C5)OC)O)(C(=O)CO)O)N)O.Cl. Cell line: OVCAR-8. Synergy scores: CSS=36.0, Synergy_ZIP=-0.134, Synergy_Bliss=-1.21, Synergy_Loewe=-8.60, Synergy_HSA=0.311. (3) Drug 1: CC12CCC3C(C1CCC2OP(=O)(O)O)CCC4=C3C=CC(=C4)OC(=O)N(CCCl)CCCl.[Na+]. Drug 2: COCCOC1=C(C=C2C(=C1)C(=NC=N2)NC3=CC=CC(=C3)C#C)OCCOC.Cl. Cell line: HL-60(TB). Synergy scores: CSS=-48.7, Synergy_ZIP=66.7, Synergy_Bliss=78.6, Synergy_Loewe=-13.8, Synergy_HSA=-1.81.